Dataset: Catalyst prediction with 721,799 reactions and 888 catalyst types from USPTO. Task: Predict which catalyst facilitates the given reaction. (1) Reactant: Br[CH:2]1[CH2:8][CH2:7][CH2:6][C:5]2[CH:9]=[C:10]([N:13]3[CH2:17][C@H:16]([CH2:18][NH:19][C:20](=[O:22])[CH3:21])[O:15][C:14]3=[O:23])[CH:11]=[CH:12][C:4]=2[C:3]1=O.[NH2:25][C:26]([NH2:28])=[S:27].C(=O)(O)[O-].[Na+]. Product: [NH2:28][C:26]1[S:27][C:2]2[CH2:8][CH2:7][CH2:6][C:5]3[CH:9]=[C:10]([N:13]4[CH2:17][C@H:16]([CH2:18][NH:19][C:20](=[O:22])[CH3:21])[O:15][C:14]4=[O:23])[CH:11]=[CH:12][C:4]=3[C:3]=2[N:25]=1. The catalyst class is: 8. (2) Product: [CH3:1][O:2][C:3]1[CH:10]=[CH:9][C:6]([CH2:7][Br:11])=[CH:5][CH:4]=1. Reactant: [CH3:1][O:2][C:3]1[CH:10]=[CH:9][C:6]([CH2:7]O)=[CH:5][CH:4]=1.[BrH:11]. The catalyst class is: 28. (3) Reactant: C([O:3][C:4]([C:6]1[CH:7]=[CH:8][N:9]2[C:14]=1[C:13]([C:15]1[CH:20]=[CH:19][CH:18]=[CH:17][CH:16]=1)=[CH:12][CH:11]=[CH:10]2)=[O:5])C.[OH-].[Na+]. Product: [C:15]1([C:13]2[C:14]3[N:9]([CH:8]=[CH:7][C:6]=3[C:4]([OH:5])=[O:3])[CH:10]=[CH:11][CH:12]=2)[CH:16]=[CH:17][CH:18]=[CH:19][CH:20]=1. The catalyst class is: 8. (4) Reactant: C(=O)([O-])[O-].[Cs+].[Cs+].[OH:7][C:8]1[CH:9]=[C:10]([CH:20]=[C:21]([O:23][CH:24]([CH3:26])[CH3:25])[CH:22]=1)[C:11]([NH:13][C:14]1[CH:18]=[CH:17][N:16]([CH3:19])[N:15]=1)=[O:12].[N:27]1([C:31]([C:33]2[S:37][C:36](Cl)=[N:35][CH:34]=2)=[O:32])[CH2:30][CH2:29][CH2:28]1. Product: [N:27]1([C:31]([C:33]2[S:37][C:36]([O:7][C:8]3[CH:9]=[C:10]([CH:20]=[C:21]([O:23][CH:24]([CH3:26])[CH3:25])[CH:22]=3)[C:11]([NH:13][C:14]3[CH:18]=[CH:17][N:16]([CH3:19])[N:15]=3)=[O:12])=[N:35][CH:34]=2)=[O:32])[CH2:28][CH2:29][CH2:30]1. The catalyst class is: 10.